This data is from Forward reaction prediction with 1.9M reactions from USPTO patents (1976-2016). The task is: Predict the product of the given reaction. (1) Given the reactants C1([C:7]2[CH:12]=[CH:11][C:10]([OH:13])=[CH:9][CH:8]=2)C=CC=CC=1.[CH2:14]([CH:17]1[CH2:22][CH2:21][CH:20]([C:23]2[CH:28]=[CH:27][C:26]([OH:29])=[CH:25][CH:24]=2)[CH2:19][CH2:18]1)[CH2:15][CH3:16], predict the reaction product. The product is: [CH2:14]([C@H:17]1[CH2:18][CH2:19][C@H:20]([C:23]2[CH:28]=[CH:27][C:26]([O:29][CH2:11][CH2:12][CH2:7][CH2:8][CH2:9][CH2:10][O:13][C:10](=[O:13])[CH:9]=[CH2:8])=[CH:25][CH:24]=2)[CH2:21][CH2:22]1)[CH2:15][CH3:16]. (2) Given the reactants [Cl:1][C:2]1[CH:10]=[CH:9][C:5]([C:6]([OH:8])=[O:7])=[CH:4][C:3]=1[OH:11].S(=O)(=O)(O)O.O.C([O-])(O)=O.[Na+].[CH3:23][CH2:24]O, predict the reaction product. The product is: [CH2:23]([O:7][C:6](=[O:8])[C:5]1[CH:9]=[CH:10][C:2]([Cl:1])=[C:3]([OH:11])[CH:4]=1)[CH3:24]. (3) The product is: [CH2:30]([S:1][C:2]1[N:3]([C:13]2[CH:14]=[CH:15][C:16]([O:19][CH2:20][C:21]([F:24])([F:23])[F:22])=[CH:17][CH:18]=2)[C:4](=[O:12])[C:5]2[CH2:10][C:9](=[O:11])[NH:8][C:6]=2[N:7]=1)[C:31]1[CH:36]=[CH:35][CH:34]=[CH:33][CH:32]=1. Given the reactants [S:1]=[C:2]1[NH:7][C:6]2[NH:8][C:9](=[O:11])[CH2:10][C:5]=2[C:4](=[O:12])[N:3]1[C:13]1[CH:18]=[CH:17][C:16]([O:19][CH2:20][C:21]([F:24])([F:23])[F:22])=[CH:15][CH:14]=1.C(=O)([O-])O.[Na+].[CH2:30](Br)[C:31]1[CH:36]=[CH:35][CH:34]=[CH:33][CH:32]=1.C(#N)C, predict the reaction product. (4) Given the reactants [N:1]1([CH2:7][CH2:8][OH:9])[CH2:6][CH2:5][NH:4][CH2:3][CH2:2]1.[Br:10][CH2:11][C:12]1[CH:17]=[CH:16][C:15]([N+:18]([O-:20])=[O:19])=[CH:14][CH:13]=1, predict the reaction product. The product is: [BrH:10].[N+:18]([C:15]1[CH:16]=[CH:17][C:12]([CH2:11][N:4]2[CH2:5][CH2:6][N:1]([CH2:7][CH2:8][OH:9])[CH2:2][CH2:3]2)=[CH:13][CH:14]=1)([O-:20])=[O:19]. (5) Given the reactants [O:1]=[C:2]1[C:10]2[C:5](=[CH:6][CH:7]=[CH:8][CH:9]=2)[C:4](=[O:11])[N:3]1[CH:12]1[CH2:17][CH2:16][C:15]([CH3:21])([C:18](O)=[O:19])[CH2:14][CH2:13]1.C(Cl)(=O)C([Cl:25])=O.CN(C=O)C, predict the reaction product. The product is: [O:1]=[C:2]1[C:10]2[C:5](=[CH:6][CH:7]=[CH:8][CH:9]=2)[C:4](=[O:11])[N:3]1[CH:12]1[CH2:17][CH2:16][C:15]([CH3:21])([C:18]([Cl:25])=[O:19])[CH2:14][CH2:13]1. (6) The product is: [N+:42]([C:45]1[CH:46]=[CH:47][C:48]([C:49]([O:51][C@H:52]2[C:56]3[N:57]=[CH:58][N:59]=[C:60]([C:31]4[CH:30]=[CH:29][C:28]5[C:24]([CH:14]([C:11]6[CH:12]=[CH:13][C:8]([Cl:7])=[CH:9][CH:10]=6)[CH2:15][NH:16][C:17]([O:18][C:19]([CH3:20])([CH3:21])[CH3:22])=[O:23])=[N:25][S:26][C:27]=5[CH:32]=4)[C:55]=3[C@H:54]([CH3:62])[CH2:53]2)=[O:50])=[CH:63][CH:64]=1)([O-:44])=[O:43]. Given the reactants C([O-])([O-])=O.[Na+].[Na+].[Cl:7][C:8]1[CH:13]=[CH:12][C:11]([CH:14]([C:24]2[C:28]3[CH:29]=[CH:30][C:31](B4OC(C)(C)C(C)(C)O4)=[CH:32][C:27]=3[S:26][N:25]=2)[CH2:15][NH:16][C:17](=[O:23])[O:18][C:19]([CH3:22])([CH3:21])[CH3:20])=[CH:10][CH:9]=1.[N+:42]([C:45]1[CH:64]=[CH:63][C:48]([C:49]([O:51][C@H:52]2[C:56]3[N:57]=[CH:58][N:59]=[C:60](Cl)[C:55]=3[C@H:54]([CH3:62])[CH2:53]2)=[O:50])=[CH:47][CH:46]=1)([O-:44])=[O:43], predict the reaction product. (7) Given the reactants [O:1]1[CH:5]=[CH:4][CH2:3][CH2:2]1.[C:6]1([S:12]([OH:14])=[O:13])[CH:11]=[CH:10][CH:9]=[CH:8][CH:7]=1, predict the reaction product. The product is: [C:6]1([S:12]([CH:5]2[CH2:4][CH2:3][CH2:2][O:1]2)(=[O:14])=[O:13])[CH:11]=[CH:10][CH:9]=[CH:8][CH:7]=1.